Task: Predict which catalyst facilitates the given reaction.. Dataset: Catalyst prediction with 721,799 reactions and 888 catalyst types from USPTO (1) Reactant: [C:1]([O:4][CH2:5][C:6]1[CH:11]=[C:10]([O:12][C@@H:13]2[CH2:17][CH2:16][O:15][CH2:14]2)[CH:9]=[C:8]([CH3:18])[C:7]=1[C:19]1[CH:24]=[CH:23][CH:22]=[C:21]([CH2:25][OH:26])[CH:20]=1)(=[O:3])[CH3:2].O[C:28]1[CH:41]=[CH:40][C:31]2[C@H:32]([CH2:35][C:36]([O:38][CH3:39])=[O:37])[CH2:33][O:34][C:30]=2[CH:29]=1.C1(P(C2C=CC=CC=2)C2C=CC=CC=2)C=CC=CC=1.N(C(OC(C)C)=O)=NC(OC(C)C)=O. Product: [C:1]([O:4][CH2:5][C:6]1[CH:11]=[C:10]([O:12][C@@H:13]2[CH2:17][CH2:16][O:15][CH2:14]2)[CH:9]=[C:8]([CH3:18])[C:7]=1[C:19]1[CH:24]=[CH:23][CH:22]=[C:21]([CH2:25][O:26][C:28]2[CH:41]=[CH:40][C:31]3[C@H:32]([CH2:35][C:36]([O:38][CH3:39])=[O:37])[CH2:33][O:34][C:30]=3[CH:29]=2)[CH:20]=1)(=[O:3])[CH3:2]. The catalyst class is: 4. (2) Reactant: Br.[F:2][C:3]1[CH:4]=[C:5]([C@@H:14]([C:29]2[C:34]([F:35])=[CH:33][CH:32]=[CH:31][N:30]=2)[NH:15][C:16](=[O:28])[C:17]2[CH:22]=[C:21]([O:23]C)[C:20]([N+:25]([O-:27])=[O:26])=[CH:19][N:18]=2)[CH:6]=[CH:7][C:8]=1[O:9][C:10]([F:13])([F:12])[F:11].CCOC(C)=O. Product: [F:2][C:3]1[CH:4]=[C:5]([C@@H:14]([C:29]2[C:34]([F:35])=[CH:33][CH:32]=[CH:31][N:30]=2)[NH:15][C:16](=[O:28])[C:17]2[CH:22]=[C:21]([OH:23])[C:20]([N+:25]([O-:27])=[O:26])=[CH:19][N:18]=2)[CH:6]=[CH:7][C:8]=1[O:9][C:10]([F:11])([F:12])[F:13]. The catalyst class is: 52.